From a dataset of Cav3 T-type calcium channel HTS with 100,875 compounds. Binary Classification. Given a drug SMILES string, predict its activity (active/inactive) in a high-throughput screening assay against a specified biological target. (1) The molecule is O=C(N(Cc1ccccc1)c1ccc(cc1)C(O)=O)C. The result is 0 (inactive). (2) The drug is Clc1ccc(C(=O)N2CCN(CC2)c2cc3n(c(=O)n(c3cc2[N+]([O-])=O)C)C)cc1. The result is 0 (inactive). (3) The molecule is O(c1cc(NC(=O)c2[nH]ncn2)ccc1)C. The result is 0 (inactive). (4) The molecule is O1\C(=N/CCc2c3c([nH]c2)cccc3)C2(N(C(OC(=O)N(CC)CC)=C(C=3C2C2C(CC3)C(=O)N(C2=O)CC)CC)C1=O)C. The result is 0 (inactive). (5) The molecule is S=C1N(C2(CCCCC2)C(=N1)Nc1ccc(OC)cc1)c1c(cccc1)C. The result is 0 (inactive). (6) The compound is N1(CCN(CC1)c1c(cccc1)C)Cc1c2c([nH]c1)cccc2. The result is 0 (inactive). (7) The drug is Clc1ccc(N2C(Nc3ccccc3)c3c(C2=O)cccc3)nc1. The result is 0 (inactive). (8) The result is 0 (inactive). The drug is n1(C(C)C)c2c(nc1NCc1ccc(N(C)C)cc1)cccc2. (9) The compound is S(=O)(=O)(NCCC(OCC(=O)NC(=O)NC1CCCCC1)=O)c1cc(ccc1)C(F)(F)F. The result is 0 (inactive). (10) The molecule is s1c2CN(C(Cc2c(c1N)C#N)(C)C)C. The result is 0 (inactive).